Predict the product of the given reaction. From a dataset of Forward reaction prediction with 1.9M reactions from USPTO patents (1976-2016). (1) The product is: [O:3]([C:8]1[CH:9]=[CH:10][C:11]([CH2:12][CH:13]([CH:19]([C:21]2[CH:26]=[CH:25][CH:24]=[C:23]([Cl:27])[CH:22]=2)[OH:20])[C:14]([O:16][CH2:17][CH3:18])=[O:15])=[CH:28][CH:29]=1)[C:4]([CH3:5])([CH3:6])[CH3:7]. Given the reactants [BH4-].[Na+].[O:3]([C:8]1[CH:29]=[CH:28][C:11]([CH2:12][CH:13]([C:19]([C:21]2[CH:26]=[CH:25][CH:24]=[C:23]([Cl:27])[CH:22]=2)=[O:20])[C:14]([O:16][CH2:17][CH3:18])=[O:15])=[CH:10][CH:9]=1)[C:4]([CH3:7])([CH3:6])[CH3:5].Cl.O, predict the reaction product. (2) Given the reactants Cl.[CH3:2][N:3]([CH:11]1[CH2:15][CH2:14][N:13](S(C2C=CC=CC=2)(=O)=O)[CH2:12]1)[C:4](=[O:10])[O:5][C:6]([CH3:9])([CH3:8])[CH3:7].C(=O)([O-])O.[Na+], predict the reaction product. The product is: [CH3:7][C:6]([O:5][C:4]([N:3]1[CH2:2][CH2:14][NH:13][CH2:12][C@@H:11]1[CH3:15])=[O:10])([CH3:9])[CH3:8]. (3) Given the reactants [CH2:1]([C:8]1[CH:13]=[CH:12][C:11]([OH:14])=[CH:10][CH:9]=1)[C:2]1[CH:7]=[CH:6][CH:5]=[CH:4][CH:3]=1.Br[CH2:16][CH2:17][Cl:18].C(=O)([O-])[O-].[Cs+].[Cs+].O, predict the reaction product. The product is: [Cl:18][CH2:17][CH2:16][O:14][C:11]1[CH:10]=[CH:9][C:8]([CH2:1][C:2]2[CH:3]=[CH:4][CH:5]=[CH:6][CH:7]=2)=[CH:13][CH:12]=1. (4) Given the reactants [F:1][C:2]1[CH:10]=[C:9]([F:11])[CH:8]=[C:7]2[C:3]=1[C:4]([S:12]([CH2:15][C:16]([NH:18][C:19]1[CH:23]=[C:22]([CH3:24])[O:21][N:20]=1)=[O:17])(=[O:14])=[O:13])=[CH:5][NH:6]2.[H-].[Na+].[Br:27][C:28]1[CH:29]=[C:30]([CH:33]=[CH:34][CH:35]=1)[CH2:31]Br, predict the reaction product. The product is: [Br:27][C:28]1[CH:29]=[C:30]([CH:33]=[CH:34][CH:35]=1)[CH2:31][N:6]1[C:7]2[C:3](=[C:2]([F:1])[CH:10]=[C:9]([F:11])[CH:8]=2)[C:4]([S:12]([CH2:15][C:16]([NH:18][C:19]2[CH:23]=[C:22]([CH3:24])[O:21][N:20]=2)=[O:17])(=[O:14])=[O:13])=[CH:5]1.